Regression. Given two drug SMILES strings and cell line genomic features, predict the synergy score measuring deviation from expected non-interaction effect. From a dataset of Merck oncology drug combination screen with 23,052 pairs across 39 cell lines. (1) Drug 1: O=C(O)C1(Cc2cccc(Nc3nccs3)n2)CCC(Oc2cccc(Cl)c2F)CC1. Drug 2: COC1CC2CCC(C)C(O)(O2)C(=O)C(=O)N2CCCCC2C(=O)OC(C(C)CC2CCC(OP(C)(C)=O)C(OC)C2)CC(=O)C(C)C=C(C)C(O)C(OC)C(=O)C(C)CC(C)C=CC=CC=C1C. Cell line: HCT116. Synergy scores: synergy=9.00. (2) Drug 1: CC1(c2nc3c(C(N)=O)cccc3[nH]2)CCCN1. Drug 2: COC1CC2CCC(C)C(O)(O2)C(=O)C(=O)N2CCCCC2C(=O)OC(C(C)CC2CCC(OP(C)(C)=O)C(OC)C2)CC(=O)C(C)C=C(C)C(O)C(OC)C(=O)C(C)CC(C)C=CC=CC=C1C. Cell line: UWB1289. Synergy scores: synergy=23.4. (3) Drug 1: CCC1=CC2CN(C1)Cc1c([nH]c3ccccc13)C(C(=O)OC)(c1cc3c(cc1OC)N(C)C1C(O)(C(=O)OC)C(OC(C)=O)C4(CC)C=CCN5CCC31C54)C2. Drug 2: CCc1cnn2c(NCc3ccc[n+]([O-])c3)cc(N3CCCCC3CCO)nc12. Cell line: NCIH23. Synergy scores: synergy=-16.3. (4) Drug 1: CS(=O)(=O)CCNCc1ccc(-c2ccc3ncnc(Nc4ccc(OCc5cccc(F)c5)c(Cl)c4)c3c2)o1. Drug 2: Cc1nc(Nc2ncc(C(=O)Nc3c(C)cccc3Cl)s2)cc(N2CCN(CCO)CC2)n1. Cell line: NCIH2122. Synergy scores: synergy=-29.7. (5) Drug 1: CN(Cc1cnc2nc(N)nc(N)c2n1)c1ccc(C(=O)NC(CCC(=O)O)C(=O)O)cc1. Drug 2: O=C(NOCC(O)CO)c1ccc(F)c(F)c1Nc1ccc(I)cc1F. Cell line: OVCAR3. Synergy scores: synergy=-27.6. (6) Drug 1: Cn1nnc2c(C(N)=O)ncn2c1=O. Drug 2: NC(=O)c1cccc2cn(-c3ccc(C4CCCNC4)cc3)nc12. Cell line: HT144. Synergy scores: synergy=23.3. (7) Drug 2: CCc1cnn2c(NCc3ccc[n+]([O-])c3)cc(N3CCCCC3CCO)nc12. Drug 1: COc1cc(C2c3cc4c(cc3C(OC3OC5COC(C)OC5C(O)C3O)C3COC(=O)C23)OCO4)cc(OC)c1O. Cell line: HT29. Synergy scores: synergy=-8.40.